This data is from Antibody paratope prediction from SAbDab with 1,023 antibody chains. The task is: Token-level Classification. Given an antibody amino acid sequence, predict which amino acid positions are active in antigen binding. Output is a list of indices for active paratope positions. (1) Given the antibody sequence: QIQLVQSGPELKTPGETVRISCKASGYTFTTYGMSWVKQTPGKGFKWMGWINTYSGVPTYADDFKGRFAFSLETSASTAYLQINNLKNEDTATYFCARRSWYFDVWGTGTTVTVSS, which amino acid positions are active in antigen binding (paratope)? The paratope positions are: [52, 83, 84, 85]. (2) Given the antibody sequence: EVQLVESGGGLVQPGGSLRLSCAASGFTFTNSYIHWVRQAPGKGLEWVGWITPYGGYTNYADSVKGRFTISADTSKNTAYLQMNSLRAEDTAVYYCARGSGHVNAVKNYGYVMDYWGQGTLVTVSS, which amino acid positions are active in antigen binding (paratope)? The paratope positions are: [52, 83, 84, 85, 104, 105, 106, 107, 108, 109, 110, 111, 112]. (3) Given the antibody sequence: EVQLVESGGGLVQPGGSLRLSCAASGFTFSRYTMSWVRQAPGKGLEWVAVISGGGHTYYLDSVEGRFTISRDNSKNTLYLQMNSLRAEDTAVYYCTRGFGDGGYFDVWGQGTLVTVSS, which amino acid positions are active in antigen binding (paratope)? The paratope positions are: [52, 82, 83, 84, 103, 104].